From a dataset of Forward reaction prediction with 1.9M reactions from USPTO patents (1976-2016). Predict the product of the given reaction. (1) The product is: [ClH:31].[NH2:8][C@@H:12]([CH2:13][C:14]1[CH:19]=[CH:18][C:17]([O:20][C:21]2[CH:26]=[CH:25][C:24]([O:27][CH3:28])=[CH:23][CH:22]=2)=[CH:16][CH:15]=1)[CH2:11][OH:10]. Given the reactants C(OC([N:8]1[C@@H:12]([CH2:13][C:14]2[CH:19]=[CH:18][C:17]([O:20][C:21]3[CH:26]=[CH:25][C:24]([O:27][CH3:28])=[CH:23][CH:22]=3)=[CH:16][CH:15]=2)[CH2:11][O:10]C1(C)C)=O)(C)(C)C.[ClH:31].O1CCOCC1, predict the reaction product. (2) Given the reactants [C:1]([O:4][CH2:5][C:6]1[CH:7]=[CH:8][C:9]([CH2:13][C:14]2[CH:19]=[CH:18][C:17]([CH2:20][CH3:21])=[CH:16][CH:15]=2)=[C:10]([OH:12])[CH:11]=1)(=[O:3])[CH3:2].[CH2:22](Br)[C:23]1[CH:28]=[CH:27][CH:26]=[CH:25][CH:24]=1.C(=O)([O-])[O-].[K+].[K+].O, predict the reaction product. The product is: [C:1]([O:4][CH2:5][C:6]1[CH:7]=[CH:8][C:9]([CH2:13][C:14]2[CH:15]=[CH:16][C:17]([CH2:20][CH3:21])=[CH:18][CH:19]=2)=[C:10]([O:12][CH2:22][C:23]2[CH:28]=[CH:27][CH:26]=[CH:25][CH:24]=2)[CH:11]=1)(=[O:3])[CH3:2].